This data is from Full USPTO retrosynthesis dataset with 1.9M reactions from patents (1976-2016). The task is: Predict the reactants needed to synthesize the given product. (1) Given the product [CH:12]([Si:11]([CH:15]([CH3:17])[CH3:16])([CH:18]([CH3:20])[CH3:19])[N:7]1[C:6]2[C:10](=[C:41]([C:47]([O:49][CH3:50])=[O:48])[C:42]([C:43]([O:45][CH3:46])=[O:44])=[C:2]3[CH2:3][CH2:4][CH2:5][C:1]3=2)[CH:9]=[CH:8]1)([CH3:13])[CH3:14], predict the reactants needed to synthesize it. The reactants are: [C:1]1([C:6]2[N:7]([Si:11]([CH:18]([CH3:20])[CH3:19])([CH:15]([CH3:17])[CH3:16])[CH:12]([CH3:14])[CH3:13])[CH:8]=[CH:9][CH:10]=2)[CH2:5][CH2:4][CH2:3][CH:2]=1.C1(C2C=CN([Si](C(C)C)(C(C)C)C(C)C)C=2)CCCC=1.[C:41]([C:47]([O:49][CH3:50])=[O:48])#[C:42][C:43]([O:45][CH3:46])=[O:44]. (2) Given the product [CH:16]1([CH:8]([C:7]2[CH:6]=[C:5]([CH:10]3[CH2:15][CH2:14][S:13][CH2:12][CH2:11]3)[S:4][C:3]=2[CH2:1][CH3:2])[OH:9])[CH2:21][CH2:20][CH2:19][CH2:18][CH2:17]1, predict the reactants needed to synthesize it. The reactants are: [CH2:1]([C:3]1[S:4][C:5]([CH:10]2[CH2:15][CH2:14][S:13][CH2:12][CH2:11]2)=[CH:6][C:7]=1[CH:8]=[O:9])[CH3:2].[CH:16]1([Mg]Br)[CH2:21][CH2:20][CH2:19][CH2:18][CH2:17]1.O1CCCC1.[Cl-].[NH4+]. (3) Given the product [Br:1][C:2]1[CH:3]=[C:4]([C:8]2([CH2:12][C:13]([OH:15])=[O:14])[CH2:11][O:10][CH2:9]2)[CH:5]=[CH:6][CH:7]=1, predict the reactants needed to synthesize it. The reactants are: [Br:1][C:2]1[CH:3]=[C:4]([C:8]2([CH2:12][C:13]([O:15]CC)=[O:14])[CH2:11][O:10][CH2:9]2)[CH:5]=[CH:6][CH:7]=1.[OH-].[Na+].Cl. (4) Given the product [Cl:1][C:2]1[CH:7]=[C:6]([Cl:8])[CH:5]=[CH:4][C:3]=1[C:9]1[N:14]2[N:15]=[C:16]([CH2:18][CH3:19])[C:17]([N+:21]([O-:23])=[O:22])=[C:13]2[N:12]=[C:11]([CH3:20])[N:10]=1, predict the reactants needed to synthesize it. The reactants are: [Cl:1][C:2]1[CH:7]=[C:6]([Cl:8])[CH:5]=[CH:4][C:3]=1[C:9]1[N:14]2[N:15]=[C:16]([CH2:18][CH3:19])[CH:17]=[C:13]2[N:12]=[C:11]([CH3:20])[N:10]=1.[N+:21]([O-])([OH:23])=[O:22].CCOC(C)=O.